This data is from Reaction yield outcomes from USPTO patents with 853,638 reactions. The task is: Predict the reaction yield, written as a fraction of the theoretical maximum amount of product (1.0 means a 100% yield; for example, 0.34 means a 34% yield). (1) The reactants are [Si]([O:8][CH2:9][CH2:10][CH2:11][CH2:12][CH:13]([OH:33])[CH:14]([S:23]([C:26]1[CH:31]=[CH:30][C:29]([Cl:32])=[CH:28][CH:27]=1)(=[O:25])=[O:24])[C:15]1[CH:20]=[C:19]([F:21])[CH:18]=[CH:17][C:16]=1[F:22])(C(C)(C)C)(C)C.N1C=CC=CC=1.F.CCCCCC.C(OCC)(=O)C.CCCCCC. The catalyst is O1CCCC1.C(OCC)(=O)C. The product is [Cl:32][C:29]1[CH:28]=[CH:27][C:26]([S:23]([CH:14]([C:15]2[CH:20]=[C:19]([F:21])[CH:18]=[CH:17][C:16]=2[F:22])[CH:13]([OH:33])[CH2:12][CH2:11][CH2:10][CH2:9][OH:8])(=[O:25])=[O:24])=[CH:31][CH:30]=1. The yield is 0.550. (2) The reactants are [CH3:1][C:2]1([CH3:9])[C:6]([CH3:8])([CH3:7])[O:5][BH:4][O:3]1.Br[C:11]1[CH:19]=[CH:18][CH:17]=[C:16]2[C:12]=1[CH:13]=[C:14]([C:20]#[N:21])[NH:15]2.C(N(CC)CC)C.C1(P(C2CCCCC2)C2C=CC=CC=2C2C=CC=CC=2)CCCCC1. The catalyst is O1CCOCC1.C(Cl)Cl.C([O-])(=O)C.[Pd+2].C([O-])(=O)C. The product is [CH3:1][C:2]1([CH3:9])[C:6]([CH3:8])([CH3:7])[O:5][B:4]([C:11]2[CH:19]=[CH:18][CH:17]=[C:16]3[C:12]=2[CH:13]=[C:14]([C:20]#[N:21])[NH:15]3)[O:3]1. The yield is 0.660. (3) The reactants are [Br:1][C:2]1[CH:7]=[CH:6][C:5]([F:8])=[CH:4][C:3]=1[NH:9][NH2:10].Cl.O.[C:13]([OH:17])(=[O:16])[CH:14]=O. The catalyst is O. The product is [Br:1][C:2]1[CH:7]=[CH:6][C:5]([F:8])=[CH:4][C:3]=1[NH:9][N:10]=[CH:14][C:13]([OH:17])=[O:16]. The yield is 0.980. (4) The reactants are [C:9](O[C:9]([O:11][C:12]([CH3:15])([CH3:14])[CH3:13])=[O:10])([O:11][C:12]([CH3:15])([CH3:14])[CH3:13])=[O:10].[NH2:16][C:17]1[CH:22]=[CH:21][CH:20]=[C:19]([Br:23])[N:18]=1.C(N(CC)CC)C.O. The catalyst is ClCCl.CN(C)C1C=CN=CC=1. The product is [Br:23][C:19]1[N:18]=[C:17]([NH:16][C:9](=[O:10])[O:11][C:12]([CH3:13])([CH3:14])[CH3:15])[CH:22]=[CH:21][CH:20]=1. The yield is 0.500. (5) The reactants are [C:1]([OH:12])(=[O:11])[C:2]1[CH:10]=[CH:9][CH:8]=[C:4]([C:5]([OH:7])=[O:6])[CH:3]=1.C(O)(=O)C. The catalyst is CO.[Rh]. The product is [CH:2]1([C:1]([OH:12])=[O:11])[CH2:10][CH2:9][CH2:8][CH:4]([C:5]([OH:7])=[O:6])[CH2:3]1. The yield is 0.963. (6) The reactants are [CH:1]12[CH2:8][CH2:7][CH:4]([CH:5]=[CH:6]1)[CH2:3][CH:2]2[C:9]1([CH3:16])[NH:13][C:12](=[O:14])[NH:11][C:10]1=[O:15].Br[CH2:18][C:19]([C:21]1[CH:26]=[CH:25][CH:24]=[CH:23][CH:22]=1)=[O:20]. No catalyst specified. The product is [C@H:1]12[CH2:8][CH2:7][C@H:4]([CH:5]=[CH:6]1)[CH2:3][C@@H:2]2[C:9]1([CH3:16])[NH:13][C:12](=[O:14])[N:11]([CH2:18][C:19](=[O:20])[C:21]2[CH:26]=[CH:25][CH:24]=[CH:23][CH:22]=2)[C:10]1=[O:15]. The yield is 0.320. (7) The catalyst is CO. The product is [C:1]([O:5][C:6]([N:8]([CH2:15][C:16]1[CH:17]=[C:18]([CH:23]=[CH:24][CH:25]=1)[C:19]([OH:21])=[O:20])[CH:9]1[CH2:10][CH2:11][O:12][CH2:13][CH2:14]1)=[O:7])([CH3:4])([CH3:2])[CH3:3]. The reactants are [C:1]([O:5][C:6]([N:8]([CH2:15][C:16]1[CH:17]=[C:18]([CH:23]=[CH:24][CH:25]=1)[C:19]([O:21]C)=[O:20])[CH:9]1[CH2:14][CH2:13][O:12][CH2:11][CH2:10]1)=[O:7])([CH3:4])([CH3:3])[CH3:2].[OH-].[Na+]. The yield is 0.570. (8) The product is [C:12]([NH:11][S:8]([C:5]1[CH:6]=[CH:7][C:2]([B:35]2[O:39][C:38]([CH3:41])([CH3:40])[C:37]([CH3:43])([CH3:42])[O:36]2)=[CH:3][C:4]=1[O:16][CH3:17])(=[O:10])=[O:9])([CH3:15])([CH3:14])[CH3:13]. The reactants are Br[C:2]1[CH:7]=[CH:6][C:5]([S:8]([NH:11][C:12]([CH3:15])([CH3:14])[CH3:13])(=[O:10])=[O:9])=[C:4]([O:16][CH3:17])[CH:3]=1.BrC1C=C(OC)C=CC=1S(NC(C)(C)C)(=O)=O.[B:35]1([B:35]2[O:39][C:38]([CH3:41])([CH3:40])[C:37]([CH3:43])([CH3:42])[O:36]2)[O:39][C:38]([CH3:41])([CH3:40])[C:37]([CH3:43])([CH3:42])[O:36]1.C([O-])(=O)C.[K+]. The catalyst is C1C=CC(P(C2C=CC=CC=2)[C-]2C=CC=C2)=CC=1.C1C=CC(P(C2C=CC=CC=2)[C-]2C=CC=C2)=CC=1.Cl[Pd]Cl.[Fe+2].O1CCOCC1. The yield is 0.580. (9) The reactants are [Cl:1][C:2]1[CH:28]=[CH:27][C:5]([CH2:6][C:7]2[C:16]([OH:17])=[C:15]([C:18]([OH:20])=[O:19])[C:14]3[C:9](=[C:10]([C:21]4[CH:26]=CC=[CH:23][CH:22]=4)[CH:11]=[CH:12][CH:13]=3)[N:8]=2)=[CH:4][CH:3]=1.[O:29]1C=CC(C2C=CC=C3C=2NC(=O)C3=O)=C1.C(OCC(=O)CC1C=CC(Cl)=CC=1)(=O)C. No catalyst specified. The product is [Cl:1][C:2]1[CH:3]=[CH:4][C:5]([CH2:6][C:7]2[C:16]([OH:17])=[C:15]([C:18]([OH:20])=[O:19])[C:14]3[C:9](=[C:10]([C:21]4[CH:22]=[CH:23][O:29][CH:26]=4)[CH:11]=[CH:12][CH:13]=3)[N:8]=2)=[CH:27][CH:28]=1. The yield is 0.150.